This data is from Catalyst prediction with 721,799 reactions and 888 catalyst types from USPTO. The task is: Predict which catalyst facilitates the given reaction. Reactant: [H-].[Na+].[CH:3]1([C:6](=[O:12])[CH2:7][C:8]([O:10][CH3:11])=[O:9])[CH2:5][CH2:4]1.[CH3:13]I. Product: [CH:3]1([C:6](=[O:12])[CH:7]([CH3:13])[C:8]([O:10][CH3:11])=[O:9])[CH2:5][CH2:4]1. The catalyst class is: 1.